This data is from Forward reaction prediction with 1.9M reactions from USPTO patents (1976-2016). The task is: Predict the product of the given reaction. (1) Given the reactants [Cl:1][C:2]1[CH:7]=[CH:6][C:5]([C:8]#[C:9][C:10]([OH:12])=O)=[CH:4][CH:3]=1.C1C=CC2N(O)N=NC=2C=1.C(Cl)CCl.[NH2:27][C:28]1[CH:29]=[C:30]([NH:34][C:35]2[N:43]=[C:42]([NH:44][CH:45]3[CH2:50][CH2:49][CH:48]([OH:51])[CH2:47][CH2:46]3)[N:41]=[C:40]3[C:36]=2[N:37]=[CH:38][N:39]3[CH2:52][CH3:53])[CH:31]=[CH:32][CH:33]=1, predict the reaction product. The product is: [CH2:52]([N:39]1[CH:38]=[N:37][C:36]2[C:40]1=[N:41][C:42]([NH:44][C@H:45]1[CH2:50][CH2:49][C@H:48]([OH:51])[CH2:47][CH2:46]1)=[N:43][C:35]=2[NH:34][C:30]1[CH:29]=[C:28]([NH:27][C:10](=[O:12])[C:9]#[C:8][C:5]2[CH:4]=[CH:3][C:2]([Cl:1])=[CH:7][CH:6]=2)[CH:33]=[CH:32][CH:31]=1)[CH3:53]. (2) Given the reactants [H-].[Na+].[Cl:3][C:4]1[N:9]=[C:8]([CH2:10][OH:11])[CH:7]=[CH:6][C:5]=1[F:12].I[CH3:14], predict the reaction product. The product is: [Cl:3][C:4]1[C:5]([F:12])=[CH:6][CH:7]=[C:8]([CH2:10][O:11][CH3:14])[N:9]=1. (3) The product is: [C:11]([C:9]1[CH:10]=[C:6]([CH2:4][OH:3])[N:7]([C:15]2[CH:16]=[CH:17][C:18]([CH3:21])=[CH:19][CH:20]=2)[N:8]=1)([CH3:14])([CH3:12])[CH3:13]. Given the reactants C([O:3][C:4]([C:6]1[N:7]([C:15]2[CH:20]=[CH:19][C:18]([CH3:21])=[CH:17][CH:16]=2)[N:8]=[C:9]([C:11]([CH3:14])([CH3:13])[CH3:12])[CH:10]=1)=O)C.C1COCC1.CC(C[AlH]CC(C)C)C, predict the reaction product. (4) Given the reactants [Cl:1][C:2]1[CH:3]=[C:4]([C@@H:8]2[C@@H:13]([C:14]3[CH:19]=[CH:18][C:17]([Cl:20])=[CH:16][CH:15]=3)[N:12](C(CCCO)CO)[C:11](=[O:28])[CH2:10][CH2:9]2)[CH:5]=[CH:6][CH:7]=1.[C:29]1(P(C2C=CC=CC=2)C2C=CC=CC=2)C=CC=C[CH:30]=1.N([C:56]([O:58][CH:59]([CH3:61])C)=O)=N[C:56]([O:58][CH:59](C)[CH3:61])=O, predict the reaction product. The product is: [Cl:1][C:2]1[CH:3]=[C:4]([C@@H:8]2[C@@H:13]([C:14]3[CH:15]=[CH:16][C:17]([Cl:20])=[CH:18][CH:19]=3)[N:12]([CH:61]3[CH2:30][CH2:29][CH2:56][O:58][CH2:59]3)[C:11](=[O:28])[CH2:10][CH2:9]2)[CH:5]=[CH:6][CH:7]=1. (5) Given the reactants Cl[C:2]1[N:7]=[C:6]([Cl:8])[N:5]=[C:4]([NH:9][C:10]2[CH:15]=[CH:14][CH:13]=[C:12]([N+:16]([O-:18])=[O:17])[CH:11]=2)[N:3]=1.[CH:19]1([NH2:26])[CH2:25][CH2:24][CH2:23][CH2:22][CH2:21][CH2:20]1.[OH-].[Na+].O, predict the reaction product. The product is: [Cl:8][C:6]1[N:7]=[C:2]([NH:26][CH:19]2[CH2:25][CH2:24][CH2:23][CH2:22][CH2:21][CH2:20]2)[N:3]=[C:4]([NH:9][C:10]2[CH:15]=[CH:14][CH:13]=[C:12]([N+:16]([O-:18])=[O:17])[CH:11]=2)[N:5]=1. (6) Given the reactants [Cl:1][C:2]1[N:7]=[CH:6][C:5]([C:8]([OH:11])([CH3:10])[CH3:9])=[CH:4][N:3]=1.I[CH3:13].[H-].[Na+].O, predict the reaction product. The product is: [Cl:1][C:2]1[N:3]=[CH:4][C:5]([C:8]([O:11][CH3:13])([CH3:9])[CH3:10])=[CH:6][N:7]=1. (7) Given the reactants [N:1]1([C:6]2[CH:13]=[CH:12][C:11]([C:14]([F:17])([F:16])[F:15])=[CH:10][C:7]=2[C:8]#[N:9])[CH:5]=[N:4][N:3]=[N:2]1, predict the reaction product. The product is: [N:1]1([C:6]2[CH:13]=[CH:12][C:11]([C:14]([F:16])([F:17])[F:15])=[CH:10][C:7]=2[CH2:8][NH2:9])[CH:5]=[N:4][N:3]=[N:2]1.